The task is: Predict the product of the given reaction.. This data is from Forward reaction prediction with 1.9M reactions from USPTO patents (1976-2016). (1) The product is: [ClH:1].[ClH:1].[ClH:1].[CH2:3]([O:5][C:6]1[C:14]([NH2:15])=[C:9]2[CH:10]=[CH:11][CH:12]=[CH:13][N:8]2[N:7]=1)[CH3:4]. Given the reactants [Cl-:1].[NH4+].[CH2:3]([O:5][C:6]1[C:14]([N+:15]([O-])=O)=[C:9]2[CH:10]=[CH:11][CH:12]=[CH:13][N:8]2[N:7]=1)[CH3:4], predict the reaction product. (2) Given the reactants C(S[C:4]1[NH:5][C:6](=[O:14])[C:7]2[CH:12]([CH3:13])[S:11][CH2:10][C:8]=2[N:9]=1)C.C(O)(=[O:17])C, predict the reaction product. The product is: [CH3:13][CH:12]1[C:7]2[C:6](=[O:14])[NH:5][C:4](=[O:17])[NH:9][C:8]=2[CH2:10][S:11]1. (3) Given the reactants [C:1]([O:5][C:6]([N:8]1[CH2:13][CH2:12][CH:11]([OH:14])[CH2:10][CH2:9]1)=[O:7])([CH3:4])([CH3:3])[CH3:2].O[C:16]1[CH:21]=[CH:20][N:19]=[CH:18][CH:17]=1, predict the reaction product. The product is: [C:1]([O:5][C:6]([N:8]1[CH2:13][CH2:12][CH:11]([O:14][C:16]2[CH:21]=[CH:20][N:19]=[CH:18][CH:17]=2)[CH2:10][CH2:9]1)=[O:7])([CH3:4])([CH3:2])[CH3:3]. (4) Given the reactants [NH2:1][C:2]1[CH:3]=[N:4][N:5]([CH3:22])[C:6]=1[NH:7][CH2:8][CH:9]1[CH2:14][CH2:13][N:12](C(OC(C)(C)C)=O)[CH2:11][CH2:10]1.C(OC([NH:30][C:31]1[S:35][C:34]([C:36]2[CH:41]=[CH:40][CH:39]=[CH:38][C:37]=2[F:42])=[N:33][C:32]=1[C:43](O)=[O:44])=O)(C)(C)C.CN(C(ON1N=NC2C=CC=NC1=2)=[N+](C)C)C.F[P-](F)(F)(F)(F)F, predict the reaction product. The product is: [NH2:30][C:31]1[S:35][C:34]([C:36]2[CH:41]=[CH:40][CH:39]=[CH:38][C:37]=2[F:42])=[N:33][C:32]=1[C:43]([NH:1][C:2]1[CH:3]=[N:4][N:5]([CH3:22])[C:6]=1[NH:7][CH2:8][CH:9]1[CH2:10][CH2:11][NH:12][CH2:13][CH2:14]1)=[O:44]. (5) Given the reactants [CH3:1][C:2]1[NH:3][C:4]([C:8]2[CH:9]=[C:10]([CH:14]=[CH:15][C:16]=2[CH3:17])[C:11]([OH:13])=[O:12])=[C:5]([CH3:7])[N:6]=1.IC1NC(C2[CH2:29][CH2:28][N:27]([C:30]([O:32][C:33]([CH3:36])([CH3:35])[CH3:34])=[O:31])[CH2:26][CH2:25]2)=NC=1C.IC1NC(C)=NC=1C, predict the reaction product. The product is: [C:33]([O:32][C:30]([N:27]1[CH2:28][CH2:29][CH:1]([C:2]2[NH:3][C:4]([C:8]3[CH:9]=[C:10]([CH:14]=[CH:15][C:16]=3[CH3:17])[C:11]([OH:13])=[O:12])=[C:5]([CH3:7])[N:6]=2)[CH2:25][CH2:26]1)=[O:31])([CH3:36])([CH3:35])[CH3:34]. (6) Given the reactants [CH3:1][CH:2]1[CH2:11][CH:10]([OH:12])[CH2:9][CH2:8][C:3]21[O:7][CH2:6][CH2:5][O:4]2, predict the reaction product. The product is: [CH3:1][CH:2]1[CH2:11][C:10](=[O:12])[CH2:9][CH2:8][C:3]21[O:4][CH2:5][CH2:6][O:7]2. (7) The product is: [CH2:1]([O:8][C:9]1[CH:14]=[CH:13][N:12]([C:15]2[CH:16]=[N:17][C:18]([N:21]3[CH2:25][CH2:24][CH:23]([C:26]([N:32]([CH3:33])[CH3:31])=[O:27])[CH2:22]3)=[CH:19][CH:20]=2)[C:11](=[O:29])[CH:10]=1)[C:2]1[CH:3]=[CH:4][CH:5]=[CH:6][CH:7]=1. Given the reactants [CH2:1]([O:8][C:9]1[CH:14]=[CH:13][N:12]([C:15]2[CH:16]=[N:17][C:18]([N:21]3[CH2:25][CH2:24][CH:23]([C:26](O)=[O:27])[CH2:22]3)=[CH:19][CH:20]=2)[C:11](=[O:29])[CH:10]=1)[C:2]1[CH:7]=[CH:6][CH:5]=[CH:4][CH:3]=1.Cl.[CH3:31][NH:32][CH3:33], predict the reaction product.